From a dataset of Full USPTO retrosynthesis dataset with 1.9M reactions from patents (1976-2016). Predict the reactants needed to synthesize the given product. (1) Given the product [C:1]([O:5][C:6](=[O:22])[NH:7][C:8]1[CH:13]=[CH:12][C:11]([CH2:14][N:15]2[C:47]([C:44]3[CH:43]=[CH:42][C:41]([Br:40])=[CH:46][CH:45]=3)=[CH:48][C:49]([C:50]([F:53])([F:51])[F:52])=[C:17]([C:18]#[N:19])[C:16]2=[O:20])=[C:10]([CH3:21])[N:9]=1)([CH3:4])([CH3:3])[CH3:2], predict the reactants needed to synthesize it. The reactants are: [C:1]([O:5][C:6](=[O:22])[NH:7][C:8]1[CH:13]=[CH:12][C:11]([CH2:14][NH:15][C:16](=[O:20])[CH2:17][C:18]#[N:19])=[C:10]([CH3:21])[N:9]=1)([CH3:4])([CH3:3])[CH3:2].C(OC(=O)NC1C=CC(CN)=C(C)N=1)(C)(C)C.[Br:40][C:41]1[CH:46]=[CH:45][C:44]([C:47](=O)[CH2:48][C:49](=O)[C:50]([F:53])([F:52])[F:51])=[CH:43][CH:42]=1.C1CCN2C(=NCCC2)CC1. (2) The reactants are: [CH3:1][O:2][C:3]1[CH:8]=[CH:7][CH:6]=[C:5]([N+:9]([O-])=O)[C:4]=1[N:12]1[CH2:18][CH2:17][CH2:16][N:15]([CH2:19][C:20]2[S:24][C:23]([C:25]3[CH:30]=[CH:29][CH:28]=[CH:27][CH:26]=3)=[N:22][CH:21]=2)[CH2:14][CH2:13]1.[H][H]. Given the product [CH3:1][O:2][C:3]1[C:4]([N:12]2[CH2:18][CH2:17][CH2:16][N:15]([CH2:19][C:20]3[S:24][C:23]([C:25]4[CH:30]=[CH:29][CH:28]=[CH:27][CH:26]=4)=[N:22][CH:21]=3)[CH2:14][CH2:13]2)=[C:5]([NH2:9])[CH:6]=[CH:7][CH:8]=1, predict the reactants needed to synthesize it. (3) The reactants are: [Br:1][C:2]1[CH:11]=[CH:10][C:5]2[NH:6][C:7](=[O:9])[O:8][C:4]=2[CH:3]=1.[H-].[Na+].[C:14]1([C:20](Cl)([C:27]2[CH:32]=[CH:31][CH:30]=[CH:29][CH:28]=2)[C:21]2[CH:26]=[CH:25][CH:24]=[CH:23][CH:22]=2)[CH:19]=[CH:18][CH:17]=[CH:16][CH:15]=1. Given the product [Br:1][C:2]1[CH:11]=[CH:10][C:5]2[N:6]([C:20]([C:14]3[CH:19]=[CH:18][CH:17]=[CH:16][CH:15]=3)([C:27]3[CH:28]=[CH:29][CH:30]=[CH:31][CH:32]=3)[C:21]3[CH:22]=[CH:23][CH:24]=[CH:25][CH:26]=3)[C:7](=[O:9])[O:8][C:4]=2[CH:3]=1, predict the reactants needed to synthesize it. (4) Given the product [OH:26][C@H:11]([CH2:10][C:4]1[CH:5]=[CH:6][CH:7]=[C:8]([CH3:9])[C:3]=1[O:2][CH3:1])[C:12]([O:14][CH2:15][CH3:16])=[O:13], predict the reactants needed to synthesize it. The reactants are: [CH3:1][O:2][C:3]1[C:8]([CH3:9])=[CH:7][CH:6]=[CH:5][C:4]=1/[CH:10]=[CH:11]/[C:12]([O:14][CH2:15][CH3:16])=[O:13].C(O)(=[O:26])C=CC1C=CC=CC=1. (5) Given the product [CH3:10][C:11]1[N:12]=[C:13]([N:17]([CH2:34][O:35][CH2:36][CH2:37][O:38][CH3:39])[S:18]([C:21]2[S:22][CH:23]=[CH:24][C:25]=2[C:26]2[CH:31]=[CH:30][C:29]([CH2:32][O:33][S:41]([CH3:40])(=[O:43])=[O:42])=[CH:28][CH:27]=2)(=[O:20])=[O:19])[S:14][C:15]=1[CH3:16], predict the reactants needed to synthesize it. The reactants are: C(N(C(C)C)C(C)C)C.[CH3:10][C:11]1[N:12]=[C:13]([N:17]([CH2:34][O:35][CH2:36][CH2:37][O:38][CH3:39])[S:18]([C:21]2[S:22][CH:23]=[CH:24][C:25]=2[C:26]2[CH:31]=[CH:30][C:29]([CH2:32][OH:33])=[CH:28][CH:27]=2)(=[O:20])=[O:19])[S:14][C:15]=1[CH3:16].[CH3:40][S:41](Cl)(=[O:43])=[O:42]. (6) Given the product [CH3:11][O:12][CH2:13][CH2:14][O:15][CH2:16][CH2:17][N:3]1[C:4]2[CH:10]=[CH:9][CH:8]=[CH:7][C:5]=2[N:6]=[C:2]1[CH3:1], predict the reactants needed to synthesize it. The reactants are: [CH3:1][C:2]1[NH:3][C:4]2[CH:10]=[CH:9][CH:8]=[CH:7][C:5]=2[N:6]=1.[CH3:11][O:12][CH2:13][CH2:14][O:15][CH2:16][CH2:17]Cl. (7) Given the product [CH2:37]([O:36][C:34]([CH2:33][O:32][C:30]1[CH:29]=[CH:28][C:24]2[CH2:25][CH2:26][CH2:27][C@H:21]([NH:9][CH2:10][C@H:11]([OH:20])[CH2:12][O:13][C:14]3[CH:19]=[CH:18][CH:17]=[CH:16][CH:15]=3)[CH2:22][C:23]=2[CH:31]=1)=[O:35])[CH3:38], predict the reactants needed to synthesize it. The reactants are: C1([C@@H]([N:9]([C@H:21]2[CH2:27][CH2:26][CH2:25][C:24]3[CH:28]=[CH:29][C:30]([O:32][CH2:33][C:34]([O:36][CH2:37][CH3:38])=[O:35])=[CH:31][C:23]=3[CH2:22]2)[CH2:10][C@H:11]([OH:20])[CH2:12][O:13][C:14]2[CH:19]=[CH:18][CH:17]=[CH:16][CH:15]=2)C)C=CC=CC=1.[H][H]. (8) Given the product [CH:7]1[C:20]2[C:19]3[C:14](=[CH:15][CH:16]=[CH:17][CH:18]=3)[CH2:13][NH:12][C:11]=2[CH:10]=[CH:9][CH:8]=1, predict the reactants needed to synthesize it. The reactants are: [H-].[H-].[H-].[H-].[Li+].[Al+3].[CH:7]1[C:20]2[C:19]3[C:14](=[CH:15][CH:16]=[CH:17][CH:18]=3)[C:13](=O)[NH:12][C:11]=2[CH:10]=[CH:9][CH:8]=1. (9) The reactants are: C([O:9][C:10](=[O:36])[CH2:11][CH2:12][CH2:13][CH2:14][CH:15]([S:27][C:28](=[O:35])[C:29]1[CH:34]=[CH:33][CH:32]=[CH:31][CH:30]=1)[CH2:16][CH2:17][S:18][C:19](=[O:26])[C:20]1[CH:25]=[CH:24][CH:23]=[CH:22][CH:21]=1)(=O)C1C=CC=CC=1. Given the product [C:28]([S:27][CH:15]([CH2:16][CH2:17][S:18][C:19](=[O:26])[C:20]1[CH:21]=[CH:22][CH:23]=[CH:24][CH:25]=1)[CH2:14][CH2:13][CH2:12][CH2:11][C:10]([OH:36])=[O:9])(=[O:35])[C:29]1[CH:30]=[CH:31][CH:32]=[CH:33][CH:34]=1, predict the reactants needed to synthesize it. (10) Given the product [F:12][C:10]1[CH:9]=[CH:8][C:3]([C:4]([O:6][CH3:7])=[O:5])=[C:2]([O:19][CH:15]([CH2:16][CH:17]=[CH2:18])[C:14]([F:21])([F:20])[F:13])[CH:11]=1, predict the reactants needed to synthesize it. The reactants are: F[C:2]1[CH:11]=[C:10]([F:12])[CH:9]=[CH:8][C:3]=1[C:4]([O:6][CH3:7])=[O:5].[F:13][C:14]([F:21])([F:20])[CH:15]([OH:19])[CH2:16][CH:17]=[CH2:18].[H-].[Na+].Cl.